From a dataset of HIV replication inhibition screening data with 41,000+ compounds from the AIDS Antiviral Screen. Binary Classification. Given a drug SMILES string, predict its activity (active/inactive) in a high-throughput screening assay against a specified biological target. (1) The molecule is O=C1N=C(NC2CCCCC2)C2(CCN(CCc3ccccc3)CC2)N1c1ccccc1. The result is 0 (inactive). (2) The molecule is COc1ccc(C=c2sc3n(c2=O)C(N)=C(C#N)C(c2ccc(OC)cc2)C=3c2nc3ccccc3[nH]2)cc1. The result is 0 (inactive). (3) The molecule is NC(=O)C(N)CC12CC3CC(CC(C3)C1)C2.O=S(=O)(O)O. The result is 0 (inactive). (4) The molecule is Cc1ccc2c(c1)C(=O)N(N(C)C)CC(=O)N2. The result is 0 (inactive). (5) The molecule is CN1CC(c2ccccc2)=CC2=C1C=CC(=N)C2=NN. The result is 0 (inactive). (6) The drug is O=C(O)CCC1CCc2cccc3oc(C(=O)O)c1c23. The result is 0 (inactive). (7) The drug is CC1(Cl)C(=O)NC(=O)N(C2CC(N=[N+]=[N-])C(CO)O2)C1N=[N+]=[N-]. The result is 1 (active). (8) The molecule is CN(C)C(c1ccccc1)C(O)c1ccccc1. The result is 0 (inactive).